This data is from Reaction yield outcomes from USPTO patents with 853,638 reactions. The task is: Predict the reaction yield, written as a fraction of the theoretical maximum amount of product (1.0 means a 100% yield; for example, 0.34 means a 34% yield). (1) The reactants are [CH2:1]([NH:9][S:10]([C:13]1[CH:18]=[CH:17][C:16]([O:19][CH3:20])=[C:15]([O:21][CH3:22])[CH:14]=1)(=[O:12])=[O:11])[CH2:2][CH2:3][CH2:4][CH2:5][CH2:6][CH2:7][CH3:8].[H-].[Na+].[C:25](Cl)(=[O:32])[C:26]1[CH:31]=[CH:30][CH:29]=[CH:28][CH:27]=1. The catalyst is CN(C=O)C. The product is [CH3:22][O:21][C:15]1[CH:14]=[C:13]([S:10]([N:9]([CH2:1][CH2:2][CH2:3][CH2:4][CH2:5][CH2:6][CH2:7][CH3:8])[C:25](=[O:32])[C:26]2[CH:31]=[CH:30][CH:29]=[CH:28][CH:27]=2)(=[O:12])=[O:11])[CH:18]=[CH:17][C:16]=1[O:19][CH3:20]. The yield is 0.180. (2) The reactants are [Cl:1][C:2]1[CH:3]=[C:4]2[C:8](=[CH:9][CH:10]=1)[NH:7][CH:6]=[C:5]2[CH2:11][CH2:12][NH:13][C:14](=[O:27])[C:15]([NH:17][CH:18]([C:21]1[CH:26]=[CH:25][CH:24]=[CH:23][CH:22]=1)[CH2:19][OH:20])=O.CC[N+](S(N=C(OC)[O-])(=O)=O)(CC)CC. The catalyst is C1COCC1. The product is [Cl:1][C:2]1[CH:3]=[C:4]2[C:8](=[CH:9][CH:10]=1)[NH:7][CH:6]=[C:5]2[CH2:11][CH2:12][NH:13][C:14]([C:15]1[O:20][CH2:19][CH:18]([C:21]2[CH:26]=[CH:25][CH:24]=[CH:23][CH:22]=2)[N:17]=1)=[O:27]. The yield is 0.0400. (3) The reactants are [O:1]1[C@@H:5]2[CH2:6][C:7]3[CH:8]=[CH:9][CH:10]=[CH:11][C:12]=3[C@@H:4]2[NH:3][S:2]1(=[O:14])=[O:13].[CH2:15](O)[C:16]#[CH:17].C1(P(C2C=CC=CC=2)C2C=CC=CC=2)C=CC=CC=1.N(/C(OC(C)C)=O)=N\C(OC(C)C)=O. The catalyst is CN(C)C=O. The product is [CH2:17]([N:3]1[C@H:4]2[C:12]3[CH:11]=[CH:10][CH:9]=[CH:8][C:7]=3[CH2:6][C@H:5]2[O:1][S:2]1(=[O:13])=[O:14])[C:16]#[CH:15]. The yield is 0.370. (4) The reactants are [NH2:1][C@@H:2]([C:23]1[CH:28]=[CH:27][C:26]([F:29])=[CH:25][C:24]=1[Cl:30])[C:3]1[S:7][C:6]([NH:8][C:9]([C:11]2([C:14]3[CH:22]=[CH:21][C:17]4[O:18][CH2:19][O:20][C:16]=4[CH:15]=3)[CH2:13][CH2:12]2)=[O:10])=[N:5][CH:4]=1.[Si:31]([O:38][C@@H:39]([CH2:43]Cl)[CH2:40][CH:41]=O)([C:34]([CH3:37])([CH3:36])[CH3:35])([CH3:33])[CH3:32].[BH4-].[Na+]. The catalyst is CO.O. The product is [O:18]1[C:17]2[CH:21]=[CH:22][C:14]([C:11]3([C:9]([NH:8][C:6]4[S:7][C:3]([C@@H:2]([N:1]5[CH2:41][CH2:40][C@@H:39]([O:38][Si:31]([C:34]([CH3:36])([CH3:35])[CH3:37])([CH3:32])[CH3:33])[CH2:43]5)[C:23]5[CH:28]=[CH:27][C:26]([F:29])=[CH:25][C:24]=5[Cl:30])=[CH:4][N:5]=4)=[O:10])[CH2:12][CH2:13]3)=[CH:15][C:16]=2[O:20][CH2:19]1. The yield is 0.590. (5) The reactants are [Na+].[CH2:2]([P:4]([OH:11])([CH2:6][CH2:7][C:8]([O-:10])=[O:9])=[O:5])[CH3:3].S(=O)(=O)(O)O. The product is [CH2:2]([P:4]([OH:11])([CH2:6][CH2:7][C:8]([OH:10])=[O:9])=[O:5])[CH3:3]. The yield is 0.980. No catalyst specified. (6) The reactants are [NH2:1][C:2]1[N:7]=[CH:6][C:5]([C:8]2[CH:9]=[C:10]([NH:14][C:15](=[O:17])[CH3:16])[CH:11]=[CH:12][CH:13]=2)=[C:4]([CH2:18][CH3:19])[C:3]=1Br.[S:21]1[CH:25]=[CH:24][CH:23]=[C:22]1B(O)O.C([O-])([O-])=O.[Na+].[Na+]. The catalyst is O1CCOCC1.O.Cl[Pd](Cl)([P](C1C=CC=CC=1)(C1C=CC=CC=1)C1C=CC=CC=1)[P](C1C=CC=CC=1)(C1C=CC=CC=1)C1C=CC=CC=1. The product is [NH2:1][C:2]1[N:7]=[CH:6][C:5]([C:8]2[CH:9]=[C:10]([NH:14][C:15](=[O:17])[CH3:16])[CH:11]=[CH:12][CH:13]=2)=[C:4]([CH2:18][CH3:19])[C:3]=1[C:22]1[S:21][CH:25]=[CH:24][CH:23]=1. The yield is 0.240.